From a dataset of CYP3A4 inhibition data for predicting drug metabolism from PubChem BioAssay. Regression/Classification. Given a drug SMILES string, predict its absorption, distribution, metabolism, or excretion properties. Task type varies by dataset: regression for continuous measurements (e.g., permeability, clearance, half-life) or binary classification for categorical outcomes (e.g., BBB penetration, CYP inhibition). Dataset: cyp3a4_veith. (1) The compound is Nc1ccccc1C(=O)/C=C\c1ccc2c(c1)OCO2. The result is 1 (inhibitor). (2) The compound is CCCSc1nc(SCC(=O)NCc2ccccc2)c2c3c(sc2n1)COC(C)(C)C3. The result is 1 (inhibitor). (3) The compound is Cc1cc(C(=O)O)c(=O)[nH]c1C. The result is 0 (non-inhibitor). (4) The compound is CCNc1ncc2nc(C)c(=O)n(CCC#N)c2n1. The result is 0 (non-inhibitor). (5) The compound is CCN1CCCC1CNC(=O)CSCc1nc(-c2ccccc2C)oc1C. The result is 1 (inhibitor). (6) The molecule is C[C@@](N)(C(=O)O)c1cccc(CC(=O)O)c1. The result is 0 (non-inhibitor).